Dataset: CYP1A2 inhibition data for predicting drug metabolism from PubChem BioAssay. Task: Regression/Classification. Given a drug SMILES string, predict its absorption, distribution, metabolism, or excretion properties. Task type varies by dataset: regression for continuous measurements (e.g., permeability, clearance, half-life) or binary classification for categorical outcomes (e.g., BBB penetration, CYP inhibition). Dataset: cyp1a2_veith. (1) The molecule is C[C@@H](c1ccccc1)N1C(=O)[C@H]2CC[C@@H]3/C(=N\OC[C@@H](O)COCc4ccco4)C[C@@H](O)[C@@H](O)[C@@H]3[C@@H]2C1=O. The result is 0 (non-inhibitor). (2) The molecule is COc1ccc(NC(=O)N2CC[C@@]3(CCCNC3)C2)cc1. The result is 0 (non-inhibitor). (3) The result is 1 (inhibitor). The drug is O=c1c(CCc2ccccc2)nc2cnc(N3CCOCC3)nc2n1C[C@H]1CCCO1.